This data is from Clinical trial toxicity outcomes and FDA approval status for drugs. The task is: Regression/Classification. Given a drug SMILES string, predict its toxicity properties. Task type varies by dataset: regression for continuous values (e.g., LD50, hERG inhibition percentage) or binary classification for toxic/non-toxic outcomes (e.g., AMES mutagenicity, cardiotoxicity, hepatotoxicity). Dataset: clintox. (1) The compound is CC(C)(C)[NH2+]C[C@H](O)COc1cccc2c1CCCC2=O. The result is 0 (passed clinical trial). (2) The molecule is O=C1[C@H](CC[C@H](O)c2ccc(F)cc2)[C@@H](c2ccc(O)cc2)N1c1ccc(F)cc1. The result is 0 (passed clinical trial). (3) The molecule is C[C@]([NH3+])(Cc1ccc(O)cc1)C(=O)[O-]. The result is 0 (passed clinical trial).